Dataset: Forward reaction prediction with 1.9M reactions from USPTO patents (1976-2016). Task: Predict the product of the given reaction. (1) Given the reactants [CH2:1]([O:3][C:4](=[O:18])[CH:5]([O:15][CH2:16][CH3:17])[CH2:6][C:7]1[CH:12]=[CH:11][C:10]([OH:13])=[C:9]([CH3:14])[CH:8]=1)[CH3:2].[C:19]([C:23]1[CH:28]=[CH:27][C:26]([C:29]2[S:30][CH:31]=[C:32]([CH2:34]Cl)[N:33]=2)=[CH:25][CH:24]=1)([CH3:22])([CH3:21])[CH3:20].C(=O)([O-])[O-].[Cs+].[Cs+], predict the reaction product. The product is: [CH2:1]([O:3][C:4](=[O:18])[CH:5]([O:15][CH2:16][CH3:17])[CH2:6][C:7]1[CH:12]=[CH:11][C:10]([O:13][CH2:34][C:32]2[N:33]=[C:29]([C:26]3[CH:27]=[CH:28][C:23]([C:19]([CH3:22])([CH3:21])[CH3:20])=[CH:24][CH:25]=3)[S:30][CH:31]=2)=[C:9]([CH3:14])[CH:8]=1)[CH3:2]. (2) Given the reactants [OH:1][C:2]1[CH:7]=[C:6]([O:8][CH3:9])[CH:5]=[CH:4][C:3]=1[C:10](=O)[CH3:11].[CH3:13][O:14][C:15]1[N:20]=[CH:19][C:18]([CH2:21][C:22](O)=[O:23])=[CH:17][CH:16]=1, predict the reaction product. The product is: [CH3:9][O:8][C:6]1[CH:7]=[C:2]2[C:3]([C:10]([CH3:11])=[C:21]([C:18]3[CH:19]=[N:20][C:15]([O:14][CH3:13])=[CH:16][CH:17]=3)[C:22](=[O:23])[O:1]2)=[CH:4][CH:5]=1. (3) The product is: [F:1][C:2]1[CH:3]=[N:4][CH:5]=[CH:6][C:7]=1[C:17]([OH:18])([CH3:19])[CH3:16]. Given the reactants [F:1][C:2]1[CH:3]=[N:4][CH:5]=[CH:6][CH:7]=1.[Li+].CC([N-]C(C)C)C.[CH3:16][C:17]([CH3:19])=[O:18], predict the reaction product. (4) Given the reactants [O:1]1[CH2:6][CH2:5][N:4]([CH2:7][CH2:8][CH2:9][O:10][C:11]2[CH:12]=[C:13]([CH:15]=[CH:16][CH:17]=2)[NH2:14])[CH2:3][CH2:2]1.C1C=CC2N(O)N=NC=2C=1.O.[F:29][C:30]1[CH:35]=[CH:34][C:33]([CH2:36][C:37](O)=[O:38])=[CH:32][CH:31]=1.CCN=C=NCCCN(C)C.Cl, predict the reaction product. The product is: [F:29][C:30]1[CH:35]=[CH:34][C:33]([CH2:36][C:37]([NH:14][C:13]2[CH:15]=[CH:16][CH:17]=[C:11]([O:10][CH2:9][CH2:8][CH2:7][N:4]3[CH2:3][CH2:2][O:1][CH2:6][CH2:5]3)[CH:12]=2)=[O:38])=[CH:32][CH:31]=1. (5) Given the reactants C(OC(=O)[NH:7][C:8]1[CH:13]=[C:12]([O:14][CH3:15])[CH:11]=[CH:10][C:9]=1[CH2:16][C:17](=O)[C:18]1[CH:23]=[CH:22][CH:21]=[CH:20][CH:19]=1)(C)(C)C.C(Cl)Cl, predict the reaction product. The product is: [CH3:15][O:14][C:12]1[CH:13]=[C:8]2[C:9]([CH:16]=[C:17]([C:18]3[CH:23]=[CH:22][CH:21]=[CH:20][CH:19]=3)[NH:7]2)=[CH:10][CH:11]=1. (6) Given the reactants Br[C:2]1[S:3][C:4]([Br:41])=[C:5]([C:35]2[CH:40]=[CH:39][CH:38]=[CH:37][CH:36]=2)[C:6]=1/[C:7](=[N:23]/[NH:24][S:25]([C:28]1[CH:33]=[CH:32][C:31]([CH3:34])=[CH:30][CH:29]=1)(=[O:27])=[O:26])/[N:8]1[CH2:13][CH:12]2[CH2:14][CH:9]1[CH2:10][CH:11]2[O:15][CH2:16][CH2:17][N:18]1[CH2:22][CH2:21][CH2:20][CH2:19]1.C(=O)([O-])[O-].[K+].[K+], predict the reaction product. The product is: [Br:41][C:4]1[S:3][C:2]2[N:24]([S:25]([C:28]3[CH:29]=[CH:30][C:31]([CH3:34])=[CH:32][CH:33]=3)(=[O:26])=[O:27])[N:23]=[C:7]([N:8]3[CH2:13][CH:12]4[CH2:14][CH:9]3[CH2:10][CH:11]4[O:15][CH2:16][CH2:17][N:18]3[CH2:19][CH2:20][CH2:21][CH2:22]3)[C:6]=2[C:5]=1[C:35]1[CH:40]=[CH:39][CH:38]=[CH:37][CH:36]=1.